From a dataset of Catalyst prediction with 721,799 reactions and 888 catalyst types from USPTO. Predict which catalyst facilitates the given reaction. (1) Reactant: [NH:1]1[CH:5]=[C:4]([C:6]([O:8][CH2:9][CH3:10])=[O:7])[CH:3]=[N:2]1.Cl[CH2:12][C:13]1[C:14]([CH3:19])=[N:15][O:16][C:17]=1[CH3:18].C(=O)([O-])[O-].[Cs+].[Cs+]. Product: [CH3:19][C:14]1[C:13]([CH2:12][N:1]2[CH:5]=[C:4]([C:6]([O:8][CH2:9][CH3:10])=[O:7])[CH:3]=[N:2]2)=[C:17]([CH3:18])[O:16][N:15]=1. The catalyst class is: 517. (2) Reactant: [H-].[H-].[H-].[H-].[Li+].[Al+3].[CH3:7][C:8]([CH3:42])([CH3:41])[C@H:9]([NH:14][C:15]([N:17]1[C:25]2[CH2:24][CH2:23][N:22]([CH2:26][C:27](OCC)=[O:28])[CH2:21][C:20]=2[C:19]([C:32]2[CH:37]=[C:36]([F:38])[C:35]([F:39])=[CH:34][C:33]=2[F:40])=[N:18]1)=[O:16])[C:10]([NH:12][CH3:13])=[O:11]. Product: [CH3:7][C:8]([CH3:42])([CH3:41])[C@H:9]([NH:14][C:15]([N:17]1[C:25]2[CH2:24][CH2:23][N:22]([CH2:26][CH2:27][OH:28])[CH2:21][C:20]=2[C:19]([C:32]2[CH:37]=[C:36]([F:38])[C:35]([F:39])=[CH:34][C:33]=2[F:40])=[N:18]1)=[O:16])[C:10]([NH:12][CH3:13])=[O:11]. The catalyst class is: 1. (3) Reactant: [F:1][C:2]1[CH:7]=[C:6](F)[CH:5]=[C:4]([F:9])[C:3]=1[N+:10]([O-:12])=[O:11].C(=O)([O-])[O-].[K+].[K+].[NH:19]1[CH2:24][CH2:23][O:22][CH2:21][CH2:20]1. Product: [F:1][C:2]1[CH:7]=[C:6]([N:19]2[CH2:24][CH2:23][O:22][CH2:21][CH2:20]2)[CH:5]=[C:4]([F:9])[C:3]=1[N+:10]([O-:12])=[O:11]. The catalyst class is: 197. (4) Reactant: Cl.[NH2:2][OH:3].CO.C[O-].[Na+].[N+:9]([C:12]1[CH:17]=[CH:16][C:15]([CH2:18][C:19]#[N:20])=[CH:14][CH:13]=1)([O-])=[O:10].[OH2:21]. Product: [OH:3][N:2]=[C:19]([NH2:20])[CH2:18][C:15]1[CH:14]=[CH:13][C:12]([N+:9]([O-:10])=[O:21])=[CH:17][CH:16]=1. The catalyst class is: 16.